From a dataset of Reaction yield outcomes from USPTO patents with 853,638 reactions. Predict the reaction yield, written as a fraction of the theoretical maximum amount of product (1.0 means a 100% yield; for example, 0.34 means a 34% yield). (1) The reactants are [N+:1]([C:4]1[CH:19]=[CH:18][C:17]([O:20][CH3:21])=[CH:16][C:5]=1[C:6]([NH:8][C:9]1[CH:14]=[CH:13][C:12]([Cl:15])=[CH:11][N:10]=1)=[O:7])([O-])=O.[H][H]. The catalyst is [C].[Pt].ClCCl. The product is [NH2:1][C:4]1[CH:19]=[CH:18][C:17]([O:20][CH3:21])=[CH:16][C:5]=1[C:6]([NH:8][C:9]1[CH:14]=[CH:13][C:12]([Cl:15])=[CH:11][N:10]=1)=[O:7]. The yield is 0.895. (2) The yield is 0.520. The reactants are [Br:1][C:2]1[CH:7]=[CH:6][C:5]([CH2:8][NH:9][S:10]([CH2:13][C:14]2[CH:19]=[CH:18][CH:17]=[CH:16][CH:15]=2)(=[O:12])=[O:11])=[CH:4][CH:3]=1.[H-].[Na+].Br[CH2:23][CH:24]([CH3:26])[CH3:25].O. The product is [Br:1][C:2]1[CH:7]=[CH:6][C:5]([CH2:8][N:9]([CH2:23][CH:24]([CH3:26])[CH3:25])[S:10]([CH2:13][C:14]2[CH:15]=[CH:16][CH:17]=[CH:18][CH:19]=2)(=[O:12])=[O:11])=[CH:4][CH:3]=1. The catalyst is CN(C)C(=O)C.CCOC(C)=O. (3) The reactants are [O:1]=[C:2]1[C:6]2([CH2:11][CH2:10][N:9]([CH2:12][CH2:13][CH2:14][N:15]3[C:19]4[CH:20]=[CH:21][CH:22]=[CH:23][C:18]=4[NH:17][C:16]3=[O:24])[CH2:8][CH2:7]2)[N:5]([C:25]2[CH:30]=[CH:29][CH:28]=[CH:27][CH:26]=2)[CH2:4][N:3]1[C@H:31]([C:36]1[CH:41]=[CH:40][CH:39]=[CH:38][CH:37]=1)[C:32]([O:34]C)=[O:33].[OH-].[Li+].CO. The catalyst is O. The product is [O:1]=[C:2]1[C:6]2([CH2:11][CH2:10][N:9]([CH2:12][CH2:13][CH2:14][N:15]3[C:19]4[CH:20]=[CH:21][CH:22]=[CH:23][C:18]=4[NH:17][C:16]3=[O:24])[CH2:8][CH2:7]2)[N:5]([C:25]2[CH:26]=[CH:27][CH:28]=[CH:29][CH:30]=2)[CH2:4][N:3]1[C@H:31]([C:36]1[CH:41]=[CH:40][CH:39]=[CH:38][CH:37]=1)[C:32]([OH:34])=[O:33]. The yield is 0.200. (4) The reactants are Cl[C:2]1[CH:3]=[CH:4][C:5]2[N:6]([C:8]([C:11]([F:14])([F:13])[F:12])=[N:9][N:10]=2)[N:7]=1.[OH:15][C:16]1[CH:21]=[CH:20][C:19]([C:22]2([OH:28])[CH2:27][CH2:26][NH:25][CH2:24][CH2:23]2)=[C:18]([CH3:29])[CH:17]=1. No catalyst specified. The product is [OH:15][C:16]1[CH:21]=[CH:20][C:19]([C:22]2([OH:28])[CH2:23][CH2:24][N:25]([C:2]3[CH:3]=[CH:4][C:5]4[N:6]([C:8]([C:11]([F:14])([F:13])[F:12])=[N:9][N:10]=4)[N:7]=3)[CH2:26][CH2:27]2)=[C:18]([CH3:29])[CH:17]=1. The yield is 0.710. (5) The reactants are Br[C:2]1[CH:3]=[C:4]([B:9]2[O:16][C:15](=[O:17])[CH2:14][N:13]([CH3:18])[CH2:12][C:11](=[O:19])[O:10]2)[C:5]([F:8])=[N:6][CH:7]=1.[Cl-].[C:21]([O:25][C:26](=[O:29])[CH2:27][Zn+])([CH3:24])([CH3:23])[CH3:22].CCOCC. The catalyst is CC(P(C(C)(C)C)C1C=CC(N(C)C)=CC=1)(C)C.CC(P(C(C)(C)C)C1C=CC(N(C)C)=CC=1)(C)C.Cl[Pd]Cl.O1CCOCC1. The product is [F:8][C:5]1[N:6]=[CH:7][C:2]([CH2:27][C:26]([O:25][C:21]([CH3:24])([CH3:23])[CH3:22])=[O:29])=[CH:3][C:4]=1[B:9]1[O:16][C:15](=[O:17])[CH2:14][N:13]([CH3:18])[CH2:12][C:11](=[O:19])[O:10]1. The yield is 0.620. (6) The reactants are [Cl:1][C:2]1[S:6][C:5]([S:7]([NH:10][CH:11]([CH2:14][OH:15])[CH2:12][OH:13])(=[O:9])=[O:8])=[CH:4][CH:3]=1.CO[CH:18](OC)[C:19](=O)[CH3:20].O.C1(C)C=CC(S(O)(=O)=O)=CC=1.C([O-])(O)=O.[Na+]. The catalyst is C1COCC1. The product is [Cl:1][C:2]1[S:6][C:5]([S:7]([NH:10][CH:11]2[CH2:12][O:13][C:19]([CH3:20])([CH3:18])[O:15][CH2:14]2)(=[O:9])=[O:8])=[CH:4][CH:3]=1. The yield is 0.664. (7) The reactants are Cl[C:2]1[N:7]=[N:6][C:5]([N:8]2[CH:12]=[C:11]([C:13]3[C:21]4[C:16](=[CH:17][C:18]([F:22])=[CH:19][CH:20]=4)[N:15]([S:23]([C:26]4[CH:31]=[CH:30][CH:29]=[CH:28][CH:27]=4)(=[O:25])=[O:24])[CH:14]=3)[CH:10]=[N:9]2)=[CH:4][CH:3]=1.[CH3:32][O:33][C:34]1[CH:41]=[C:40]([O:42][CH3:43])[CH:39]=[CH:38][C:35]=1[CH2:36][NH2:37]. The catalyst is CN1C(=O)CCC1.CCOC(C)=O. The product is [CH3:32][O:33][C:34]1[CH:41]=[C:40]([O:42][CH3:43])[CH:39]=[CH:38][C:35]=1[CH2:36][NH:37][C:2]1[N:7]=[N:6][C:5]([N:8]2[CH:12]=[C:11]([C:13]3[C:21]4[C:16](=[CH:17][C:18]([F:22])=[CH:19][CH:20]=4)[N:15]([S:23]([C:26]4[CH:31]=[CH:30][CH:29]=[CH:28][CH:27]=4)(=[O:25])=[O:24])[CH:14]=3)[CH:10]=[N:9]2)=[CH:4][CH:3]=1. The yield is 0.680. (8) The reactants are Cl.[CH2:2]([N:5]1[C@@H:10]([CH3:11])[CH2:9][N:8]([C@@H:12]([C:25]2[CH:30]=[CH:29][CH:28]=[C:27]([O:31][Si](C(C)(C)C)(C)C)[CH:26]=2)[C:13]2[CH:18]=[CH:17][C:16]([S:19]([N:22]([CH3:24])[CH3:23])(=[O:21])=[O:20])=[CH:15][CH:14]=2)[C@H:7]([CH3:39])[CH2:6]1)[CH:3]=[CH2:4].O. The catalyst is O1CCCC1. The product is [CH2:2]([N:5]1[C@@H:10]([CH3:11])[CH2:9][N:8]([C@@H:12]([C:25]2[CH:30]=[CH:29][CH:28]=[C:27]([OH:31])[CH:26]=2)[C:13]2[CH:14]=[CH:15][C:16]([S:19]([N:22]([CH3:24])[CH3:23])(=[O:20])=[O:21])=[CH:17][CH:18]=2)[C@H:7]([CH3:39])[CH2:6]1)[CH:3]=[CH2:4]. The yield is 0.700. (9) The reactants are Cl[C:2]1[CH:11]=[CH:10][N:9]=[C:8]2[C:3]=1[C:4]1[CH:16]=[CH:15][CH:14]=[CH:13][C:5]=1[C:6](=[O:12])[NH:7]2.[Cl:17][C:18]1[C:24]([O:25][CH3:26])=[CH:23][C:21]([NH2:22])=[C:20]([O:27][CH3:28])[CH:19]=1. No catalyst specified. The product is [Cl:17][C:18]1[C:24]([O:25][CH3:26])=[CH:23][C:21]([NH:22][C:2]2[CH:11]=[CH:10][N:9]=[C:8]3[C:3]=2[C:4]2[CH:16]=[CH:15][CH:14]=[CH:13][C:5]=2[C:6](=[O:12])[NH:7]3)=[C:20]([O:27][CH3:28])[CH:19]=1. The yield is 0.480. (10) The reactants are C([N-]C(C)C)(C)C.[Li+].[CH2:9]([O:11][C:12](=[O:23])[CH2:13][C:14]1[CH:19]=[CH:18][C:17]([N+:20]([O-:22])=[O:21])=[CH:16][CH:15]=1)[CH3:10].I[CH2:25][CH:26]1[CH2:30][CH2:29][CH2:28][CH2:27]1. The catalyst is O1CCCC1.CN(C)P(N(C)C)(N(C)C)=O.CN(C)P(N(C)C)(N(C)C)=O. The product is [CH2:9]([O:11][C:12](=[O:23])[CH:13]([C:14]1[CH:19]=[CH:18][C:17]([N+:20]([O-:22])=[O:21])=[CH:16][CH:15]=1)[CH2:25][CH:26]1[CH2:30][CH2:29][CH2:28][CH2:27]1)[CH3:10]. The yield is 0.772.